This data is from Forward reaction prediction with 1.9M reactions from USPTO patents (1976-2016). The task is: Predict the product of the given reaction. (1) Given the reactants [F:1][C:2]1[CH:7]=[CH:6][C:5]([Mg]Br)=[CH:4][CH:3]=1.[O:10]=[C:11]1[CH2:15][CH2:14][N:13]([C:16]([O:18][C:19]([CH3:22])([CH3:21])[CH3:20])=[O:17])[CH2:12]1, predict the reaction product. The product is: [F:1][C:2]1[CH:7]=[CH:6][C:5]([C:11]2([OH:10])[CH2:15][CH2:14][N:13]([C:16]([O:18][C:19]([CH3:21])([CH3:20])[CH3:22])=[O:17])[CH2:12]2)=[CH:4][CH:3]=1. (2) Given the reactants [NH2:1][C@@H:2]([CH2:25][CH:26]1[CH2:31]CCC[CH2:27]1)[C@@H:3]([OH:24])[CH2:4]N(CC1C=CC(C#N)=CC=1)C(OCC[Si](C)(C)C)=O.C(NC(=O)[O-])C.[C:38]([NH2:42])([CH3:41])([CH3:40])[CH3:39], predict the reaction product. The product is: [NH2:1][C@@H:2]([CH2:25][CH:26]([CH3:31])[CH3:27])[C@H:3]([OH:24])[CH2:4][NH:42][C:38]([CH3:41])([CH3:40])[CH3:39]. (3) The product is: [C:30]([C:22]1[C:23]([NH:25][CH2:26][CH2:27][O:28][CH3:29])=[CH:24][C:19]([NH:18][C:17]([N:11]2[C:10]3[C:15](=[CH:16][C:7]([CH2:6][N:49]4[CH2:50][CH2:51][N:46]([CH3:45])[C:47](=[O:52])[CH2:48]4)=[C:8]([CH:33]([O:36][CH3:37])[O:34][CH3:35])[N:9]=3)[CH2:14][CH2:13][CH2:12]2)=[O:32])=[N:20][CH:21]=1)#[N:31]. Given the reactants CS(O[CH2:6][C:7]1[C:8]([CH:33]([O:36][CH3:37])[O:34][CH3:35])=[N:9][C:10]2[N:11]([C:17](=[O:32])[NH:18][C:19]3[CH:24]=[C:23]([NH:25][CH2:26][CH2:27][O:28][CH3:29])[C:22]([C:30]#[N:31])=[CH:21][N:20]=3)[CH2:12][CH2:13][CH2:14][C:15]=2[CH:16]=1)(=O)=O.CCN(CC)CC.[CH3:45][N:46]1[CH2:51][CH2:50][NH:49][CH2:48][C:47]1=[O:52], predict the reaction product. (4) The product is: [Br:25][C:5]1[CH:4]=[C:3]([F:2])[C:11]2[O:10][CH:9]([CH:12]3[CH2:17][CH2:16][NH:15][CH2:14][CH2:13]3)[CH2:8][C:7]=2[CH:6]=1. Given the reactants Cl.[F:2][C:3]1[C:11]2[O:10][CH:9]([CH:12]3[CH2:17][CH2:16][NH:15][CH2:14][CH2:13]3)[CH2:8][C:7]=2[CH:6]=[CH:5][CH:4]=1.C1C(=O)N([Br:25])C(=O)C1, predict the reaction product. (5) Given the reactants [CH3:1][C:2]1[N:6]([CH3:7])[C:5]2[CH:8]=[CH:9][C:10]3[C:11](=[O:29])[C@H:12]([O:22][C:23](=[O:28])[C:24]([CH3:27])([CH3:26])[CH3:25])[C@@H:13]([C:16]4[CH:21]=[CH:20][CH:19]=[CH:18][CH:17]=4)[O:14][C:15]=3[C:4]=2[N:3]=1.[BH4-].[Na+], predict the reaction product. The product is: [OH:29][CH:11]1[C:10]2[CH:9]=[CH:8][C:5]3[N:6]([CH3:7])[C:2]([CH3:1])=[N:3][C:4]=3[C:15]=2[O:14][CH:13]([C:16]2[CH:21]=[CH:20][CH:19]=[CH:18][CH:17]=2)[CH:12]1[O:22][C:23](=[O:28])[C:24]([CH3:26])([CH3:25])[CH3:27]. (6) Given the reactants C(N(CC)CC)C.[CH3:8][N:9]([C:11]1[CH:16]=[CH:15][CH:14]=[CH:13][N:12]=1)C.C(#N)C.[C:20](=[O:31])([O:26][C:27]([CH3:30])([CH3:29])[CH3:28])OC(C)(C)C.[O:32]1CCOCC1.O, predict the reaction product. The product is: [OH:32][CH2:16][CH2:15][CH2:14][C:13]1[N:12]=[CH:11][N:9]([C:20]([O:26][C:27]([CH3:28])([CH3:29])[CH3:30])=[O:31])[CH:8]=1. (7) Given the reactants [F:1][C:2]1[CH:7]=[C:6](I)[CH:5]=[CH:4][N:3]=1.C(OB([C:14]1[CH:19]=[CH:18][CH:17]=[CH:16][CH:15]=1)O)=O.[C:20](=O)([O-])[O-:21].[K+].[K+].O, predict the reaction product. The product is: [F:1][C:2]1[CH:7]=[C:6]([C:18]2[CH:19]=[C:14]([CH:15]=[CH:16][CH:17]=2)[CH:20]=[O:21])[CH:5]=[CH:4][N:3]=1. (8) Given the reactants Br[C:2]1[C:3]2[C:8]([C:9]3[CH:10]=[CH:11][CH:12]=[CH:13][C:14]=3[CH:15]=1)=[CH:7][CH:6]=[CH:5][CH:4]=2.[NH2-].[Na+].[O:18]1[CH:22]=[CH:21][CH:20]=[CH:19]1, predict the reaction product. The product is: [O:18]1[CH:22]2[C:2]3[C:3]4[C:8]([C:9]5[C:14]([C:15]=3[CH:19]1[CH:20]=[CH:21]2)=[CH:13][CH:12]=[CH:11][CH:10]=5)=[CH:7][CH:6]=[CH:5][CH:4]=4.